From a dataset of Reaction yield outcomes from USPTO patents with 853,638 reactions. Predict the reaction yield, written as a fraction of the theoretical maximum amount of product (1.0 means a 100% yield; for example, 0.34 means a 34% yield). The reactants are [I-].[CH2:2]([C:4]1([O:9][C:10](=[O:36])[CH2:11][O:12][C:13]([C:15]2[CH:16]=[CH:17][C:18]([O:34][CH3:35])=[C:19]([S+:21]3[C:25]4[CH:26]=[CH:27][CH:28]=[CH:29][C:24]=4[C:23]4[CH:30]=[CH:31][CH:32]=[CH:33][C:22]3=4)[CH:20]=2)=[O:14])[CH2:8][CH2:7][CH2:6][CH2:5]1)[CH3:3].[OH:37][C:38]12[CH2:47][CH:42]3[CH2:43][CH:44]([CH2:46][CH:40]([CH2:41]3)[CH2:39]1)[CH2:45]2.[Na].[C:49]([O:52][CH:53]([CH3:64])[C:54]([F:63])([F:62])[C:55]([F:61])([F:60])[S:56]([O-:59])(=[O:58])=[O:57])(=[O:51])[CH3:50].O. The catalyst is ClCCl. The product is [OH:37][C:38]12[CH2:39][CH:40]3[CH2:46][CH:44]([CH2:43][C:42]([CH2:50][C:49]([O:52][CH:53]([CH3:64])[C:54]([F:63])([F:62])[C:55]([F:61])([F:60])[S:56]([O-:59])(=[O:58])=[O:57])=[O:51])([CH2:41]3)[CH2:47]1)[CH2:45]2.[CH2:2]([C:4]1([O:9][C:10](=[O:36])[CH2:11][O:12][C:13]([C:15]2[CH:16]=[CH:17][C:18]([O:34][CH3:35])=[C:19]([S+:21]3[C:22]4[CH:33]=[CH:32][CH:31]=[CH:30][C:23]=4[C:24]4[CH:29]=[CH:28][CH:27]=[CH:26][C:25]3=4)[CH:20]=2)=[O:14])[CH2:5][CH2:6][CH2:7][CH2:8]1)[CH3:3]. The yield is 0.920.